From a dataset of Full USPTO retrosynthesis dataset with 1.9M reactions from patents (1976-2016). Predict the reactants needed to synthesize the given product. (1) Given the product [Cl:1][C:2]1[C:6]([N:7]([CH2:14][CH3:15])[C:8](=[O:13])[CH2:9][CH2:10][S:11]([CH3:12])=[O:23])=[CH:5][N:4]([C:16]2[CH:17]=[N:18][CH:19]=[CH:20][CH:21]=2)[N:3]=1, predict the reactants needed to synthesize it. The reactants are: [Cl:1][C:2]1[C:6]([N:7]([CH2:14][CH3:15])[C:8](=[O:13])[CH2:9][CH2:10][S:11][CH3:12])=[CH:5][N:4]([C:16]2[CH:17]=[N:18][CH:19]=[CH:20][CH:21]=2)[N:3]=1.B1([O-])O[O:23]1.O.O.O.O.[Na+].C([O-])(O)=O.[Na+].C(OCC)(=O)C. (2) The reactants are: [CH:1]([C:3]1[CH:10]=[CH:9][C:6]([C:7]#[N:8])=[C:5]([O:11][CH3:12])[CH:4]=1)=[O:2].[CH2:13]([O:15][C:16](=[O:19])[CH2:17]Cl)[CH3:14].CC[O-].[Na+].O. Given the product [C:7]([C:6]1[CH:9]=[CH:10][C:3]([CH:1]2[O:2][CH:17]2[C:16]([O:15][CH2:13][CH3:14])=[O:19])=[CH:4][C:5]=1[O:11][CH3:12])#[N:8], predict the reactants needed to synthesize it. (3) Given the product [OH:19][C@H:10]([CH2:11][O:12][C:13]1[CH:18]=[CH:17][CH:16]=[CH:15][CH:14]=1)[CH2:9][N:8]([CH:20]1[CH2:21][CH2:22][CH2:23][C:24]2[CH:30]=[CH:29][C:28]([C:31](=[O:33])[NH:36][CH3:35])=[CH:27][C:25]=2[CH2:26]1)[C:6]([O:5][C:1]([CH3:4])([CH3:3])[CH3:2])=[O:7], predict the reactants needed to synthesize it. The reactants are: [C:1]([O:5][C:6]([N:8]([CH:20]1[CH2:26][C:25]2[CH:27]=[C:28]([C:31]([OH:33])=O)[CH:29]=[CH:30][C:24]=2[CH2:23][CH2:22][CH2:21]1)[CH2:9][C@H:10]([OH:19])[CH2:11][O:12][C:13]1[CH:18]=[CH:17][CH:16]=[CH:15][CH:14]=1)=[O:7])([CH3:4])([CH3:3])[CH3:2].Cl.[CH3:35][N:36](C)CCCN=C=NCC.ON1C2C=CC=CC=2N=N1.CN. (4) Given the product [Br:1][C:2]1[N:7]=[CH:6][C:5]2[CH:8]=[C:9]([C:15]3[CH:16]=[N:17][N:18]([CH2:20][C:21]([F:24])([F:23])[F:22])[CH:19]=3)[N:10]([C:34]([O:36][C:37]([CH3:40])([CH3:39])[CH3:38])=[O:35])[C:4]=2[CH:3]=1, predict the reactants needed to synthesize it. The reactants are: [Br:1][C:2]1[N:7]=[CH:6][C:5]2[CH:8]=[C:9]([C:15]3[CH:16]=[N:17][N:18]([CH2:20][C:21]([F:24])([F:23])[F:22])[CH:19]=3)[N:10](S(C)(=O)=O)[C:4]=2[CH:3]=1.[OH-].[Na+].C(N(CC)CC)C.[C:34](O[C:34]([O:36][C:37]([CH3:40])([CH3:39])[CH3:38])=[O:35])([O:36][C:37]([CH3:40])([CH3:39])[CH3:38])=[O:35]. (5) Given the product [Cl:36][C:33]1[CH:32]=[CH:31][C:30]([N:28]([CH3:29])[C:25]2[CH:26]=[CH:27][C:22]([C:21]([C:6]3[CH:5]=[C:4]([CH:9]=[C:8]([NH:10][C:11](=[O:20])[C:12]4[CH:17]=[CH:16][C:15]([Cl:18])=[CH:14][C:13]=4[Cl:19])[CH:7]=3)[C:3]([OH:38])=[O:2])=[O:37])=[CH:23][CH:24]=2)=[CH:35][CH:34]=1, predict the reactants needed to synthesize it. The reactants are: C[O:2][C:3](=[O:38])[C:4]1[CH:9]=[C:8]([NH:10][C:11](=[O:20])[C:12]2[CH:17]=[CH:16][C:15]([Cl:18])=[CH:14][C:13]=2[Cl:19])[CH:7]=[C:6]([C:21](=[O:37])[C:22]2[CH:27]=[CH:26][C:25]([N:28]([C:30]3[CH:35]=[CH:34][C:33]([Cl:36])=[CH:32][CH:31]=3)[CH3:29])=[CH:24][CH:23]=2)[CH:5]=1.[OH-].[Na+].Cl. (6) Given the product [F:13][C:14]1[CH:19]=[C:18]([N+:20]([O-:22])=[O:21])[CH:17]=[CH:16][C:15]=1[O:23][C:2]1[CH:7]=[CH:6][N:5]=[C:4]2[CH:8]=[C:9]([CH:11]=[O:12])[S:10][C:3]=12, predict the reactants needed to synthesize it. The reactants are: Cl[C:2]1[CH:7]=[CH:6][N:5]=[C:4]2[CH:8]=[C:9]([CH:11]=[O:12])[S:10][C:3]=12.[F:13][C:14]1[CH:19]=[C:18]([N+:20]([O-:22])=[O:21])[CH:17]=[CH:16][C:15]=1[OH:23].C([O-])([O-])=O.[K+].[K+].O(C1C=CC=CC=1)C1C=CC=CC=1.